Dataset: M1 muscarinic receptor agonist screen with 61,833 compounds. Task: Binary Classification. Given a drug SMILES string, predict its activity (active/inactive) in a high-throughput screening assay against a specified biological target. (1) The compound is Brc1cc(c(N2C(=O)C3C(CC=CC3)C2=O)cc1)CC. The result is 0 (inactive). (2) The molecule is O1C23C(C(C1C=C3)C(O)=O)C(=O)N(C2)c1c(CC)cccc1. The result is 0 (inactive). (3) The drug is Clc1cc(N2CC34OC(C(C3C2=O)C(OCCC)=O)C=C4)ccc1. The result is 0 (inactive).